This data is from Full USPTO retrosynthesis dataset with 1.9M reactions from patents (1976-2016). The task is: Predict the reactants needed to synthesize the given product. (1) Given the product [CH3:6][O:7][C:8]([C:9]1[CH:10]=[C:11]([C:23]2[CH:24]=[CH:25][C:20]([C:19]([F:30])([F:29])[F:18])=[CH:21][CH:22]=2)[C:12]([OH:15])=[CH:13][CH:14]=1)=[O:17], predict the reactants needed to synthesize it. The reactants are: C(=O)(O)[O-].[K+].[CH3:6][O:7][C:8](=[O:17])[C:9]1[CH:14]=[CH:13][C:12]([OH:15])=[C:11](Br)[CH:10]=1.[F:18][C:19]([F:30])([F:29])[C:20]1[CH:25]=[CH:24][C:23](B(O)O)=[CH:22][CH:21]=1.ClCCl. (2) Given the product [I-:16].[CH2:1]([N+:8]1([CH3:15])[CH2:13][CH2:12][C:11](=[O:14])[CH2:10][CH2:9]1)[C:2]1[CH:3]=[CH:4][CH:5]=[CH:6][CH:7]=1, predict the reactants needed to synthesize it. The reactants are: [CH2:1]([N:8]1[CH2:13][CH2:12][C:11](=[O:14])[CH2:10][CH2:9]1)[C:2]1[CH:7]=[CH:6][CH:5]=[CH:4][CH:3]=1.[CH3:15][I:16].